From a dataset of Full USPTO retrosynthesis dataset with 1.9M reactions from patents (1976-2016). Predict the reactants needed to synthesize the given product. (1) Given the product [Cl:12][C:13]1[CH:14]=[CH:15][C:16]([C:2]2[O:10][C:9]3[CH:8]=[CH:7][NH:6][C:5](=[O:11])[C:4]=3[CH:3]=2)=[N:17][CH:18]=1, predict the reactants needed to synthesize it. The reactants are: Br[C:2]1[O:10][C:9]2[CH:8]=[CH:7][NH:6][C:5](=[O:11])[C:4]=2[CH:3]=1.[Cl:12][C:13]1[CH:14]=[CH:15][C:16]([B-]23OCC(C)(CO2)CO3)=[N:17][CH:18]=1.[Li+].C1(P(C2C=CC=CC=2)C2C=CC=CC=2)C=CC=CC=1. (2) Given the product [CH2:1]([N:3]1[C:7]2=[N:8][C:9]([CH2:32][CH3:33])=[C:10]([CH2:19][NH:20][C:21]([C:72]3[CH:71]=[CH:76][CH:75]=[C:88]([C:86]([NH:34][CH2:35][C:36]4[CH:41]=[CH:40][N:39]=[C:38]([C:42]5[CH:47]=[CH:46][CH:45]=[C:44]([CH2:48][CH:49]6[CH2:50][CH2:51][NH:52][CH2:53][CH2:54]6)[CH:43]=5)[CH:37]=4)=[O:92])[CH:73]=3)=[O:22])[C:11]([NH:12][CH:13]3[CH2:18][CH2:17][O:16][CH2:15][CH2:14]3)=[C:6]2[CH:5]=[N:4]1)[CH3:2], predict the reactants needed to synthesize it. The reactants are: [CH2:1]([N:3]1[C:7]2=[N:8][C:9]([CH2:32][CH3:33])=[C:10]([CH2:19][NH:20][C:21](C3C=C(C=CC=3)C(O)=O)=[O:22])[C:11]([NH:12][CH:13]3[CH2:18][CH2:17][O:16][CH2:15][CH2:14]3)=[C:6]2[CH:5]=[N:4]1)[CH3:2].[NH2:34][CH2:35][C:36]1[CH:41]=[CH:40][N:39]=[C:38]([C:42]2[CH:43]=[C:44]([CH2:48][CH:49]3[CH2:54][CH2:53][N:52](C(OC(C)(C)C)=O)[CH2:51][CH2:50]3)[CH:45]=[CH:46][CH:47]=2)[CH:37]=1.CN(C(ON1N=N[C:72]2[CH:73]=C[CH:75]=[CH:76][C:71]1=2)=[N+](C)C)C.F[P-](F)(F)(F)(F)F.[C:86]([OH:92])([C:88](F)(F)F)=O. (3) Given the product [C:5]([C:6]1[CH:11]=[CH:10][C:9]([O:12][CH2:13][O:14][CH3:15])=[CH:8][C:7]=1[CH3:16])#[CH:4], predict the reactants needed to synthesize it. The reactants are: C([Si](CC)(CC)[C:4]#[C:5][C:6]1[CH:11]=[CH:10][C:9]([O:12][CH2:13][O:14][CH3:15])=[CH:8][C:7]=1[CH3:16])C.[F-].C([N+](CCCC)(CCCC)CCCC)CCC. (4) The reactants are: Br[C:2]1[CH:7]=[CH:6][C:5]([CH2:8][CH2:9][C:10]2[C:14]3[C:15]([OH:19])=[CH:16][CH:17]=[CH:18][C:13]=3[O:12][CH:11]=2)=[CH:4][CH:3]=1.[C-:20]#[N:21].[Na+].O. Given the product [C:20]([C:2]1[CH:7]=[CH:6][C:5]([CH2:8][CH2:9][C:10]2[C:14]3[C:15]([OH:19])=[CH:16][CH:17]=[CH:18][C:13]=3[O:12][CH:11]=2)=[CH:4][CH:3]=1)#[N:21], predict the reactants needed to synthesize it.